Dataset: hERG potassium channel inhibition data for cardiac toxicity prediction from Karim et al.. Task: Regression/Classification. Given a drug SMILES string, predict its toxicity properties. Task type varies by dataset: regression for continuous values (e.g., LD50, hERG inhibition percentage) or binary classification for toxic/non-toxic outcomes (e.g., AMES mutagenicity, cardiotoxicity, hepatotoxicity). Dataset: herg_karim. (1) The result is 0 (non-blocker). The compound is Cn1ncc(C(=O)N2CCC(Nc3cc(=O)n(C)c4ccccc34)CC2)c1Cl. (2) The drug is COc1ccc([C@H]2CC[C@@H](N3CC(NC(=O)CNc4nn(C)c5ccc(C(F)(F)F)cc45)C3)CC2)cn1. The result is 0 (non-blocker).